Dataset: Peptide-MHC class I binding affinity with 185,985 pairs from IEDB/IMGT. Task: Regression. Given a peptide amino acid sequence and an MHC pseudo amino acid sequence, predict their binding affinity value. This is MHC class I binding data. (1) The peptide sequence is KGAVDLSHFL. The binding affinity (normalized) is 0.0561. The MHC is HLA-A01:01 with pseudo-sequence HLA-A01:01. (2) The peptide sequence is FLTSLLILV. The MHC is HLA-A02:02 with pseudo-sequence HLA-A02:02. The binding affinity (normalized) is 0.928.